Predict the reactants needed to synthesize the given product. From a dataset of Full USPTO retrosynthesis dataset with 1.9M reactions from patents (1976-2016). (1) The reactants are: [OH-].[Na+].[CH3:3][C:4]1[CH:5]=[N:6][C:7]([CH2:13][S+:14]([O-:26])[C:15]2[NH:16][C:17]3[CH:18]=[CH:19][C:20]([O:24][CH3:25])=[CH:21][C:22]=3[N:23]=2)=[C:8]([CH3:12])[C:9]=1[O:10][CH3:11].C1(C(C2C=CC=CC=2)(O)[C@H](C2C=CC=CC=2)O)C=CC=CC=1.C(O)(=O)C. Given the product [CH3:3][C:4]1[C:9]([O:10][CH3:11])=[C:8]([CH3:12])[C:7]([CH2:13][S@@:14]([C:15]2[NH:23][C:22]3[CH:21]=[C:20]([O:24][CH3:25])[CH:19]=[CH:18][C:17]=3[N:16]=2)=[O:26])=[N:6][CH:5]=1, predict the reactants needed to synthesize it. (2) Given the product [CH2:17]([N:19]([CH2:23][CH3:24])[CH2:20][CH2:21][NH:22][C:6]([C:8]1[C:9]([CH3:16])=[C:10](/[CH:14]=[C:29]2\[C:30](=[O:35])[NH:31][C:32]3[C:28]\2=[CH:27][C:26]([F:25])=[CH:34][CH:33]=3)[NH:11][C:12]=1[CH3:13])=[O:7])[CH3:18], predict the reactants needed to synthesize it. The reactants are: N1([C:6]([C:8]2[C:9]([CH3:16])=[C:10]([CH:14]=O)[NH:11][C:12]=2[CH3:13])=[O:7])C=CN=C1.[CH2:17]([N:19]([CH2:23][CH3:24])[CH2:20][CH2:21][NH2:22])[CH3:18].[F:25][C:26]1[CH:27]=[C:28]2[C:32](=[CH:33][CH:34]=1)[NH:31][C:30](=[O:35])[CH2:29]2.C(N(CC)CC)C. (3) Given the product [F:13][C:14]1[CH:15]=[CH:16][C:17]([CH2:18][N:19]2[CH:23]=[CH:22][CH:21]=[C:20]2[C:24](=[O:26])[CH2:25][C:29]([C:33]2[CH:34]=[CH:35][N:36]=[CH:37][N:38]=2)=[O:30])=[CH:27][CH:28]=1, predict the reactants needed to synthesize it. The reactants are: C(NC(C)C)(C)C.C([Li])CCC.[F:13][C:14]1[CH:28]=[CH:27][C:17]([CH2:18][N:19]2[CH:23]=[CH:22][CH:21]=[C:20]2[C:24](=[O:26])[CH3:25])=[CH:16][CH:15]=1.[C:29]([C:33]1[N:38]=[CH:37][N:36]=[CH:35][CH:34]=1)(OC)=[O:30]. (4) Given the product [CH2:9]([NH:16][C:18]1[CH:28]=[CH:27][C:21]([C:22]([O:24][CH2:25][CH3:26])=[O:23])=[CH:20][CH:19]=1)[C:10]1[CH:15]=[CH:14][CH:13]=[CH:12][CH:11]=1, predict the reactants needed to synthesize it. The reactants are: [O-]P([O-])([O-])=O.[K+].[K+].[K+].[CH2:9]([NH2:16])[C:10]1[CH:15]=[CH:14][CH:13]=[CH:12][CH:11]=1.I[C:18]1[CH:28]=[CH:27][C:21]([C:22]([O:24][CH2:25][CH3:26])=[O:23])=[CH:20][CH:19]=1.C(O)CO. (5) Given the product [F:12][C:7]1[C:5]2[N:6]([CH:24]([CH2:29][CH3:30])[C:25]([OH:27])=[O:26])[C:2](=[N:1][C:19](=[O:20])[C:16]3[CH:17]=[CH:18][C:13]([CH3:22])=[CH:14][CH:15]=3)[S:3][C:4]=2[CH:10]=[C:9]([F:11])[CH:8]=1, predict the reactants needed to synthesize it. The reactants are: [NH2:1][C:2]1[S:3][C:4]2[CH:10]=[C:9]([F:11])[CH:8]=[C:7]([F:12])[C:5]=2[N:6]=1.[C:13]1([CH3:22])[CH:18]=[CH:17][C:16]([C:19](Cl)=[O:20])=[CH:15][CH:14]=1.Br[CH:24]([CH2:29][CH3:30])[C:25]([O:27]C)=[O:26].NC1SC2C=CC=CC=2N=1.C(Cl)(=O)C1C=CC=CC=1.BrCC(OCC)=O. (6) Given the product [C:28]([C:32]1[N:33]=[C:34]([N:22]2[CH2:7][CH2:8][CH2:9][C:27]32[CH2:24][O:25][CH2:26]3)[C:35]2[N:40]=[N:39][N:38]([CH2:41][C:42]3[CH:47]=[CH:46][CH:45]=[CH:44][C:43]=3[Cl:48])[C:36]=2[N:37]=1)([CH3:31])([CH3:30])[CH3:29], predict the reactants needed to synthesize it. The reactants are: C(C1N=[C:7]([N:22]2[CH2:27][CH2:26][O:25][CH2:24]C2)[C:8]2N=NN(CC3C=CC=CC=3Cl)[C:9]=2N=1)(C)(C)C.[C:28]([C:32]1[N:33]=[C:34](Cl)[C:35]2[N:40]=[N:39][N:38]([CH2:41][C:42]3[CH:47]=[CH:46][CH:45]=[CH:44][C:43]=3[Cl:48])[C:36]=2[N:37]=1)([CH3:31])([CH3:30])[CH3:29].C(O)(=O)C(O)=O.C1C2(CCCN2)CO1. (7) Given the product [Br:1][C:2]1[C:3]([O:24][CH3:25])=[C:4]([C:9]([CH2:12][S:13]([C:16]2[CH:21]=[CH:20][C:19]([F:22])=[CH:18][C:17]=2/[CH:31]=[CH:30]\[CH2:29][N:28]([CH2:45][CH3:46])[CH2:26][CH3:27])(=[O:15])=[O:14])=[CH:10][CH:11]=1)[C:5]([O:7][CH3:8])=[O:6], predict the reactants needed to synthesize it. The reactants are: [Br:1][C:2]1[C:3]([O:24][CH3:25])=[C:4]([C:9]([CH2:12][S:13]([C:16]2[CH:21]=[CH:20][C:19]([F:22])=[CH:18][C:17]=2Br)(=[O:15])=[O:14])=[CH:10][CH:11]=1)[C:5]([O:7][CH3:8])=[O:6].[CH2:26]([N:28]([CH2:45][CH3:46])[CH2:29]/[CH:30]=[CH:31]\[Sn](CCCC)(CCCC)CCCC)[CH3:27].[F-].[Cs+].